Predict the reactants needed to synthesize the given product. From a dataset of Full USPTO retrosynthesis dataset with 1.9M reactions from patents (1976-2016). (1) Given the product [C:12]([C:10]1[N:9]([CH2:16][CH:17]2[CH2:22][CH2:21][CH2:20][CH2:19][N:18]2[CH3:23])[C:8]2[CH:24]=[CH:25][C:5]([N:4]([CH3:3])[S:49]([C:46]3[CH:45]=[CH:44][C:43]([NH:42][C:39](=[O:41])[CH3:40])=[CH:48][CH:47]=3)(=[O:51])=[O:50])=[CH:6][C:7]=2[N:11]=1)([CH3:14])([CH3:13])[CH3:15], predict the reactants needed to synthesize it. The reactants are: CO[C:3](=O)[NH:4][C:5]1[CH:25]=[CH:24][C:8]2[N:9]([CH2:16][CH:17]3[CH2:22][CH2:21][CH2:20][CH2:19][N:18]3[CH3:23])[C:10]([C:12]([CH3:15])([CH3:14])[CH3:13])=[N:11][C:7]=2[CH:6]=1.Cl.CCOCC.[H-].[H-].[H-].[H-].[Li+].[Al+3].[C:39]([NH:42][C:43]1[CH:48]=[CH:47][C:46]([S:49](Cl)(=[O:51])=[O:50])=[CH:45][CH:44]=1)(=[O:41])[CH3:40]. (2) Given the product [CH3:12][C:13]1([CH3:26])[CH:15](/[CH:16]=[C:17](/[C:18]#[N:19])\[CH3:21])[CH:14]1[C:22]([O:24][CH3:25])=[O:23], predict the reactants needed to synthesize it. The reactants are: C(Cl)(=O)C.C(OC(=O)C)(=O)C.[CH3:12][C:13]1([CH3:26])[C@@H:15](/[CH:16]=[C:17](\[CH3:21])/[CH:18]=[N:19]O)[C@@H:14]1[C:22]([O:24][CH3:25])=[O:23].S(=O)(=O)(O)O. (3) Given the product [Br:2][CH2:3][CH2:4][NH:5][C:8](=[O:9])[O:10][C:11]([CH3:14])([CH3:13])[CH3:12], predict the reactants needed to synthesize it. The reactants are: Br.[Br:2][CH2:3][CH2:4][NH2:5].CO.[C:8](O[C:8]([O:10][C:11]([CH3:14])([CH3:13])[CH3:12])=[O:9])([O:10][C:11]([CH3:14])([CH3:13])[CH3:12])=[O:9].[OH-].[Na+].